Dataset: Reaction yield outcomes from USPTO patents with 853,638 reactions. Task: Predict the reaction yield, written as a fraction of the theoretical maximum amount of product (1.0 means a 100% yield; for example, 0.34 means a 34% yield). (1) The reactants are [NH2:1][C:2]1[N:7]=[N:6][C:5]([N:8]2[CH2:13][CH2:12][N:11]([C:14]([C:16]3[CH:21]=[CH:20][CH:19]=[CH:18][C:17]=3[C:22]([F:25])([F:24])[F:23])=[O:15])[CH2:10][CH2:9]2)=[CH:4][CH:3]=1.C(N(C(C)C)CC)(C)C.O.ON1C2C=CC=CC=2N=N1.CN(C)CCCN=C=NCC.[CH2:57]([O:64][CH2:65][C:66](O)=[O:67])[C:58]1[CH:63]=[CH:62][CH:61]=[CH:60][CH:59]=1. The catalyst is ClCCl. The product is [CH2:57]([O:64][CH2:65][C:66]([NH:1][C:2]1[N:7]=[N:6][C:5]([N:8]2[CH2:9][CH2:10][N:11]([C:14](=[O:15])[C:16]3[CH:21]=[CH:20][CH:19]=[CH:18][C:17]=3[C:22]([F:25])([F:24])[F:23])[CH2:12][CH2:13]2)=[CH:4][CH:3]=1)=[O:67])[C:58]1[CH:63]=[CH:62][CH:61]=[CH:60][CH:59]=1. The yield is 0.890. (2) The yield is 0.916. The product is [F:1][C:2]1[CH:3]=[C:4]([CH:7]=[CH:8][C:9]=1[CH3:10])[C:5](=[N:14][OH:15])[NH2:6]. The reactants are [F:1][C:2]1[CH:3]=[C:4]([CH:7]=[CH:8][C:9]=1[CH3:10])[C:5]#[N:6].C(O)C.[NH2:14][OH:15]. The catalyst is O. (3) The reactants are [H-].[Na+].[CH3:3][O:4][CH2:5][CH2:6][O:7]CCO.[CH2:11]([O:13][C:14](=[O:42])[CH2:15][CH2:16][CH2:17][CH2:18][CH2:19][O:20][CH2:21][CH2:22][O:23][CH2:24][CH2:25][O:26][CH2:27][CH2:28][O:29][CH2:30][CH2:31][O:32][CH2:33][CH2:34][O:35][CH2:36][CH2:37]S(C)(=O)=O)[CH3:12]. The catalyst is C1(C)C=CC=CC=1. The product is [CH2:11]([O:13][C:14](=[O:42])[CH2:15][CH2:16][CH2:17][CH2:18][CH2:19][O:20][CH2:21][CH2:22][O:23][CH2:24][CH2:25][O:26][CH2:27][CH2:28][O:29][CH2:30][CH2:31][O:32][CH2:33][CH2:34][O:35][CH2:36][CH2:37][O:7][CH2:6][CH2:5][O:4][CH3:3])[CH3:12]. The yield is 0.570.